Dataset: Forward reaction prediction with 1.9M reactions from USPTO patents (1976-2016). Task: Predict the product of the given reaction. (1) Given the reactants Cl.O1CCOCC1.[O:8]1[CH2:13][CH2:12][N:11]([C:14]2[CH:15]=[C:16]([C:21]3[CH:34]=[CH:33][CH:32]=[C:31]4[C:22]=3[O:23][C:24]3[CH:25]=[CH:26][C:27]([NH:35][CH:36]5[CH2:41][CH2:40][CH2:39][N:38](C(OC(C)(C)C)=O)[CH2:37]5)=[CH:28][C:29]=3[S:30]4)[NH:17][C:18](=[O:20])[CH:19]=2)[CH2:10][CH2:9]1.C(=O)([O-])[O-].[Na+].[Na+], predict the reaction product. The product is: [O:8]1[CH2:9][CH2:10][N:11]([C:14]2[CH:15]=[C:16]([C:21]3[C:22]4[O:23][C:24]5[C:29](=[CH:28][C:27]([NH:35][CH:36]6[CH2:41][CH2:40][CH2:39][NH:38][CH2:37]6)=[CH:26][CH:25]=5)[S:30][C:31]=4[CH:32]=[CH:33][CH:34]=3)[NH:17][C:18](=[O:20])[CH:19]=2)[CH2:12][CH2:13]1. (2) Given the reactants [CH3:1][O:2][C:3](=[O:25])[C:4]1[CH:9]=[CH:8][C:7]([CH2:10][N:11]2[C:15]([CH:16]=O)=[C:14]([Br:18])[N:13]=[C:12]2[CH2:19][CH2:20][CH2:21][CH3:22])=[C:6]([F:23])[C:5]=1[F:24].N1C=CC=CC=1.[OH2:32].[NH2:33]O.Cl, predict the reaction product. The product is: [CH3:1][O:2][C:3](=[O:25])[C:4]1[CH:9]=[CH:8][C:7]([CH2:10][N:11]2[C:15]([CH:16]=[N:33][OH:32])=[C:14]([Br:18])[N:13]=[C:12]2[CH2:19][CH2:20][CH2:21][CH3:22])=[C:6]([F:23])[C:5]=1[F:24]. (3) Given the reactants [F:1][C:2]1[C:10]([CH3:11])=[CH:9][CH:8]=[C:7]([F:12])[C:3]=1[C:4]([OH:6])=[O:5].S(Cl)(Cl)=O.[CH3:17]O, predict the reaction product. The product is: [F:1][C:2]1[C:10]([CH3:11])=[CH:9][CH:8]=[C:7]([F:12])[C:3]=1[C:4]([O:6][CH3:17])=[O:5]. (4) Given the reactants CC(C[AlH]CC(C)C)C.[CH3:10][O:11][C@@H:12]1[O:17][C@@H:16]([CH2:18][CH2:19]/[CH:20]=[CH:21]\[C@@H:22]([C@@H:24]2[C@@H:29]([CH3:30])[CH2:28][O:27][CH:26]([C:31]3[CH:36]=[CH:35][C:34]([O:37][CH3:38])=[CH:33][CH:32]=3)[O:25]2)[CH3:23])[C@@H:15]([CH3:39])[C@H:14]([O:40][CH2:41][O:42][CH3:43])[C@H:13]1[CH3:44].C(N(CC)C(C)C)(C)C.S(=O)(=O)=O.[NH+]1C=CC=CC=1, predict the reaction product. The product is: [CH3:38][O:37][C:34]1[CH:33]=[CH:32][C:31]([CH2:26][O:25][C@@H:24]([C@@H:22]([CH3:23])/[CH:21]=[CH:20]\[CH2:19][CH2:18][C@H:16]2[C@@H:15]([CH3:39])[C@H:14]([O:40][CH2:41][O:42][CH3:43])[C@@H:13]([CH3:44])[C@H:12]([O:11][CH3:10])[O:17]2)[C@@H:29]([CH3:30])[CH:28]=[O:27])=[CH:36][CH:35]=1.